This data is from NCI-60 drug combinations with 297,098 pairs across 59 cell lines. The task is: Regression. Given two drug SMILES strings and cell line genomic features, predict the synergy score measuring deviation from expected non-interaction effect. (1) Cell line: M14. Drug 1: CC12CCC(CC1=CCC3C2CCC4(C3CC=C4C5=CN=CC=C5)C)O. Synergy scores: CSS=6.32, Synergy_ZIP=1.22, Synergy_Bliss=4.92, Synergy_Loewe=4.31, Synergy_HSA=4.71. Drug 2: C1CCC(C(C1)N)N.C(=O)(C(=O)[O-])[O-].[Pt+4]. (2) Cell line: OVCAR-5. Drug 1: CC1CCC2CC(C(=CC=CC=CC(CC(C(=O)C(C(C(=CC(C(=O)CC(OC(=O)C3CCCCN3C(=O)C(=O)C1(O2)O)C(C)CC4CCC(C(C4)OC)O)C)C)O)OC)C)C)C)OC. Synergy scores: CSS=20.9, Synergy_ZIP=-7.63, Synergy_Bliss=-1.38, Synergy_Loewe=-42.6, Synergy_HSA=0.0110. Drug 2: C1=NNC2=C1C(=O)NC=N2. (3) Drug 1: C1CCN(CC1)CCOC2=CC=C(C=C2)C(=O)C3=C(SC4=C3C=CC(=C4)O)C5=CC=C(C=C5)O. Drug 2: CCCCCOC(=O)NC1=NC(=O)N(C=C1F)C2C(C(C(O2)C)O)O. Cell line: BT-549. Synergy scores: CSS=-4.58, Synergy_ZIP=5.12, Synergy_Bliss=4.26, Synergy_Loewe=-1.31, Synergy_HSA=-1.69. (4) Drug 1: CCC1(CC2CC(C3=C(CCN(C2)C1)C4=CC=CC=C4N3)(C5=C(C=C6C(=C5)C78CCN9C7C(C=CC9)(C(C(C8N6C=O)(C(=O)OC)O)OC(=O)C)CC)OC)C(=O)OC)O.OS(=O)(=O)O. Drug 2: C1=CC=C(C=C1)NC(=O)CCCCCCC(=O)NO. Cell line: BT-549. Synergy scores: CSS=20.3, Synergy_ZIP=-3.36, Synergy_Bliss=-4.20, Synergy_Loewe=-1.92, Synergy_HSA=-0.813. (5) Drug 1: CC1CCC2CC(C(=CC=CC=CC(CC(C(=O)C(C(C(=CC(C(=O)CC(OC(=O)C3CCCCN3C(=O)C(=O)C1(O2)O)C(C)CC4CCC(C(C4)OC)O)C)C)O)OC)C)C)C)OC. Drug 2: CCN(CC)CCNC(=O)C1=C(NC(=C1C)C=C2C3=C(C=CC(=C3)F)NC2=O)C. Cell line: OVCAR3. Synergy scores: CSS=0.126, Synergy_ZIP=-1.75, Synergy_Bliss=-5.22, Synergy_Loewe=-9.94, Synergy_HSA=-6.63. (6) Drug 1: C1CC(C1)(C(=O)O)C(=O)O.[NH2-].[NH2-].[Pt+2]. Drug 2: C1CC(=O)NC(=O)C1N2C(=O)C3=CC=CC=C3C2=O. Cell line: A549. Synergy scores: CSS=16.6, Synergy_ZIP=-1.92, Synergy_Bliss=3.67, Synergy_Loewe=-1.33, Synergy_HSA=0.782. (7) Drug 1: CC1=CC=C(C=C1)C2=CC(=NN2C3=CC=C(C=C3)S(=O)(=O)N)C(F)(F)F. Drug 2: C1=NC(=NC(=O)N1C2C(C(C(O2)CO)O)O)N. Cell line: SK-OV-3. Synergy scores: CSS=21.6, Synergy_ZIP=4.53, Synergy_Bliss=9.28, Synergy_Loewe=2.27, Synergy_HSA=8.20. (8) Drug 1: CC1=C(C=C(C=C1)C(=O)NC2=CC(=CC(=C2)C(F)(F)F)N3C=C(N=C3)C)NC4=NC=CC(=N4)C5=CN=CC=C5. Drug 2: C1=CN(C=N1)CC(O)(P(=O)(O)O)P(=O)(O)O. Cell line: HOP-62. Synergy scores: CSS=5.00, Synergy_ZIP=0.936, Synergy_Bliss=-7.70, Synergy_Loewe=-5.00, Synergy_HSA=-9.22.